Dataset: NCI-60 drug combinations with 297,098 pairs across 59 cell lines. Task: Regression. Given two drug SMILES strings and cell line genomic features, predict the synergy score measuring deviation from expected non-interaction effect. (1) Drug 1: C1CCC(C(C1)N)N.C(=O)(C(=O)[O-])[O-].[Pt+4]. Drug 2: C(CN)CNCCSP(=O)(O)O. Cell line: BT-549. Synergy scores: CSS=12.9, Synergy_ZIP=-5.21, Synergy_Bliss=-2.65, Synergy_Loewe=-2.17, Synergy_HSA=-0.338. (2) Drug 1: CN(C)N=NC1=C(NC=N1)C(=O)N. Drug 2: B(C(CC(C)C)NC(=O)C(CC1=CC=CC=C1)NC(=O)C2=NC=CN=C2)(O)O. Cell line: NCI/ADR-RES. Synergy scores: CSS=-2.55, Synergy_ZIP=-0.0423, Synergy_Bliss=-2.99, Synergy_Loewe=-4.78, Synergy_HSA=-4.31. (3) Drug 1: CC1OCC2C(O1)C(C(C(O2)OC3C4COC(=O)C4C(C5=CC6=C(C=C35)OCO6)C7=CC(=C(C(=C7)OC)O)OC)O)O. Drug 2: C1=CC(=CC=C1CC(C(=O)O)N)N(CCCl)CCCl.Cl. Cell line: SK-MEL-5. Synergy scores: CSS=30.8, Synergy_ZIP=7.86, Synergy_Bliss=11.4, Synergy_Loewe=1.77, Synergy_HSA=8.65.